From a dataset of Experimental lipophilicity measurements (octanol/water distribution) for 4,200 compounds from AstraZeneca. Regression/Classification. Given a drug SMILES string, predict its absorption, distribution, metabolism, or excretion properties. Task type varies by dataset: regression for continuous measurements (e.g., permeability, clearance, half-life) or binary classification for categorical outcomes (e.g., BBB penetration, CYP inhibition). For this dataset (lipophilicity_astrazeneca), we predict Y. (1) The drug is O=C(Nc1cccc(O)c1)c1ccc(OCCCN2CCCC2)cc1OCc1ccccn1. The Y is 1.78 logD. (2) The molecule is Cn1c2ccccc2c2cc(NC(=O)CCc3ccncc3)ccc21. The Y is 3.80 logD. (3) The Y is 2.76 logD. The drug is Cn1cc(C(=O)NC[C@@H](O)CN2CCC(Oc3ccc(Cl)c(Cl)c3)CC2)c(C(F)(F)F)cc1=O. (4) The drug is O=C(Nc1nccs1)c1cccnc1. The Y is 2.25 logD.